Dataset: NCI-60 drug combinations with 297,098 pairs across 59 cell lines. Task: Regression. Given two drug SMILES strings and cell line genomic features, predict the synergy score measuring deviation from expected non-interaction effect. (1) Drug 2: COC1=C2C(=CC3=C1OC=C3)C=CC(=O)O2. Drug 1: CC1=CC=C(C=C1)C2=CC(=NN2C3=CC=C(C=C3)S(=O)(=O)N)C(F)(F)F. Synergy scores: CSS=-2.09, Synergy_ZIP=1.56, Synergy_Bliss=0.730, Synergy_Loewe=-1.31, Synergy_HSA=-2.29. Cell line: MDA-MB-231. (2) Drug 1: COC1=C(C=C2C(=C1)N=CN=C2NC3=CC(=C(C=C3)F)Cl)OCCCN4CCOCC4. Drug 2: CC1=C(C(=O)C2=C(C1=O)N3CC4C(C3(C2COC(=O)N)OC)N4)N. Cell line: SK-MEL-28. Synergy scores: CSS=35.4, Synergy_ZIP=0.884, Synergy_Bliss=4.75, Synergy_Loewe=-2.19, Synergy_HSA=8.60. (3) Drug 1: CC(C)(C1=NC(=CC=C1)N2C3=NC(=NC=C3C(=O)N2CC=C)NC4=CC=C(C=C4)N5CCN(CC5)C)O. Drug 2: COCCOC1=C(C=C2C(=C1)C(=NC=N2)NC3=CC=CC(=C3)C#C)OCCOC. Cell line: T-47D. Synergy scores: CSS=25.4, Synergy_ZIP=-5.53, Synergy_Bliss=-1.27, Synergy_Loewe=2.61, Synergy_HSA=3.44. (4) Drug 1: CNC(=O)C1=CC=CC=C1SC2=CC3=C(C=C2)C(=NN3)C=CC4=CC=CC=N4. Drug 2: N.N.Cl[Pt+2]Cl. Cell line: HCC-2998. Synergy scores: CSS=-6.41, Synergy_ZIP=-0.672, Synergy_Bliss=-8.62, Synergy_Loewe=-12.5, Synergy_HSA=-9.15. (5) Drug 1: CNC(=O)C1=CC=CC=C1SC2=CC3=C(C=C2)C(=NN3)C=CC4=CC=CC=N4. Drug 2: CC1=C(C(=O)C2=C(C1=O)N3CC4C(C3(C2COC(=O)N)OC)N4)N. Cell line: NCI-H322M. Synergy scores: CSS=12.7, Synergy_ZIP=-1.38, Synergy_Bliss=5.30, Synergy_Loewe=-1.86, Synergy_HSA=2.75. (6) Drug 1: C1CCN(CC1)CCOC2=CC=C(C=C2)C(=O)C3=C(SC4=C3C=CC(=C4)O)C5=CC=C(C=C5)O. Drug 2: CC=C1C(=O)NC(C(=O)OC2CC(=O)NC(C(=O)NC(CSSCCC=C2)C(=O)N1)C(C)C)C(C)C. Cell line: HT29. Synergy scores: CSS=50.8, Synergy_ZIP=4.71, Synergy_Bliss=4.23, Synergy_Loewe=-74.3, Synergy_HSA=-1.47. (7) Drug 1: CCC1(CC2CC(C3=C(CCN(C2)C1)C4=CC=CC=C4N3)(C5=C(C=C6C(=C5)C78CCN9C7C(C=CC9)(C(C(C8N6C)(C(=O)OC)O)OC(=O)C)CC)OC)C(=O)OC)O.OS(=O)(=O)O. Drug 2: CC1=C(C=C(C=C1)C(=O)NC2=CC(=CC(=C2)C(F)(F)F)N3C=C(N=C3)C)NC4=NC=CC(=N4)C5=CN=CC=C5. Synergy scores: CSS=1.63, Synergy_ZIP=-0.105, Synergy_Bliss=0.836, Synergy_Loewe=1.20, Synergy_HSA=-0.0298. Cell line: MCF7. (8) Drug 1: CS(=O)(=O)C1=CC(=C(C=C1)C(=O)NC2=CC(=C(C=C2)Cl)C3=CC=CC=N3)Cl. Drug 2: CC1=CC=C(C=C1)C2=CC(=NN2C3=CC=C(C=C3)S(=O)(=O)N)C(F)(F)F. Cell line: CAKI-1. Synergy scores: CSS=-0.871, Synergy_ZIP=-1.40, Synergy_Bliss=-4.25, Synergy_Loewe=-2.23, Synergy_HSA=-3.47. (9) Drug 1: C1=CC=C(C=C1)NC(=O)CCCCCCC(=O)NO. Drug 2: CN(CC1=CN=C2C(=N1)C(=NC(=N2)N)N)C3=CC=C(C=C3)C(=O)NC(CCC(=O)O)C(=O)O. Cell line: OVCAR-4. Synergy scores: CSS=24.6, Synergy_ZIP=-0.655, Synergy_Bliss=-0.611, Synergy_Loewe=-24.9, Synergy_HSA=0.0879.